From a dataset of Full USPTO retrosynthesis dataset with 1.9M reactions from patents (1976-2016). Predict the reactants needed to synthesize the given product. (1) Given the product [NH2:1][C:2]1[N:23]=[CH:22][CH:21]=[CH:20][C:3]=1[C:4]([NH:6][CH2:7][C:8]1[S:9][C:10]([O:13][C:14]2[CH:19]=[CH:18][CH:17]=[CH:16][CH:15]=2)=[C:11]([Cl:29])[CH:12]=1)=[O:5], predict the reactants needed to synthesize it. The reactants are: [NH2:1][C:2]1[N:23]=[CH:22][CH:21]=[CH:20][C:3]=1[C:4]([NH:6][CH2:7][C:8]1[S:9][C:10]([O:13][C:14]2[CH:19]=[CH:18][CH:17]=[CH:16][CH:15]=2)=[CH:11][CH:12]=1)=[O:5].CN(C)C=O.[Cl:29]N1C(=O)CCC1=O. (2) Given the product [CH3:1][C@H:2]1[NH:3][CH2:4][CH2:5][N:6]([S:32]([C:29]2[CH:28]=[CH:27][C:26]([C:25]([F:24])([F:36])[F:37])=[CH:31][CH:30]=2)(=[O:34])=[O:33])[CH2:7]1, predict the reactants needed to synthesize it. The reactants are: [CH3:1][C@@H:2]1[CH2:7][NH:6][CH2:5][CH2:4][N:3]1C(OC(C)(C)C)=O.CCN(C(C)C)C(C)C.[F:24][C:25]([F:37])([F:36])[C:26]1[CH:31]=[CH:30][C:29]([S:32](Cl)(=[O:34])=[O:33])=[CH:28][CH:27]=1.Cl.O1CCOCC1. (3) The reactants are: C[O:2]C1C=CC(O)=CC=1.C(C1[C:19]([OH:20])=[C:18]([C:21](C)(C)C)[CH:17]=C(C)C=1)(C)(C)C. Given the product [O:20]=[CH:19][C:18](=[CH2:17])[CH3:21].[C:19]([OH:2])(=[O:20])[C:18]([CH3:21])=[CH2:17], predict the reactants needed to synthesize it.